Dataset: Experimentally validated miRNA-target interactions with 360,000+ pairs, plus equal number of negative samples. Task: Binary Classification. Given a miRNA mature sequence and a target amino acid sequence, predict their likelihood of interaction. (1) The miRNA is hsa-miR-519b-3p with sequence AAAGUGCAUCCUUUUAGAGGUU. The protein sequence of the target gene is MPFAEDKTYKYICRNFSNFCNVDVVEILPYLPCLTARDQDRLRATCTLSGNRDTLWHLFNTLQRRPGWVEYFIAALRGCELVDLADEVASVYQSYQPRTSDRPPDPLEPPSLPAERPGPPTPAAAHSIPYNSCREKEPSYPMPVQETQAPESPGENSEQALQTLSPRAIPRNPDGGPLESSSDLAALSPLTSSGHQEQDTELGSTHTAGATSSLTPSRGPVSPSVSFQPLARSTPRASRLPGPTGSVVSTGTSFSSSSPGLASAGAAEGKQGAESDQAEPIICSSGAEAPANSLPSKVPT.... Result: 1 (interaction). (2) The miRNA is hsa-miR-4316 with sequence GGUGAGGCUAGCUGGUG. The protein sequence of the target gene is MTPEFDEEVVFENSPLYQYLQDLGHTDFEICSSLSPKTEKCTTEGQQKPPTRVLPKQGILLKVAETIKSWIFFSQCNKKDDLLHKLDIGFRLDSLHTILQQEVLLQEDVELIELLDPSILSAGQSQQQENGHLPTLCSLATPNIWDLSMLFAFISLLVMLPTWWIVSSWLVWGVILFVYLVIRALRLWRTAKLQVTLKKYSVHLEDMATNSRAFTNLVRKALRLIQETEVISRGFTLVSAACPFNKAGQHPSQHLIGLRKAVYRTLRANFQAARLATLYMLKNYPLNSESDNVTNYICVV.... Result: 0 (no interaction). (3) The miRNA is hsa-miR-4444 with sequence CUCGAGUUGGAAGAGGCG. The protein sequence of the target gene is MEVPVGPGPRQAGGGLGATRSSSSGRAARTAEMPWARFSAWLECVCVVTFDLELGQALELVYPSDFRLTDKEKSSICYLAFPDSHSGCLGDTQFSFRMRQCGGQRSLWQVDDRSYNNKAPLALQREPAHYLGYVYFRQVKDSSVKRGYFQKSLVLVSRLPFVRLFQSLLSLIAPEYFEKLAPCLEAVCNEIDQWPAPVPGQTLNLPIMGVVIQVRIPSRVDKLESSPPKQCDQENLLPAPVVLTSVHELDLFRCFRPVLTHVQTLWELMLLGEPLVVLAPSPDVSSELVLALTSCLQPLK.... Result: 0 (no interaction). (4) Result: 1 (interaction). The miRNA is hsa-miR-1-3p with sequence UGGAAUGUAAAGAAGUAUGUAU. The protein sequence of the target gene is MAHATLSAAPSNPRLLRVALLLLLLVAASRRAAGASVVTELRCQCLQTLQGIHLKNIQSVNVRSPGPHCAQTEVIATLKNGKKACLNPASPMVQKIIEKILNKGSTN. (5) The miRNA is cel-miR-35-3p with sequence UCACCGGGUGGAAACUAGCAGU. The protein sequence of the target gene is MSLVSQNSRRRRGGRANARRNNGKGHPAAVPGPDVPRDRNDPKILQGLRASEGPGTSMLPTPREGPSASVPPTASEGSSAPRQFIISQGPNTSEMPTSRKGRGASRPPAVSAGLNTAMSITASEGPNSPVPPTAPKGSKAYEHLPVSEGLAISEQRHSDGGPNMEPTLGEGPGISVPPTFSEESGISDEGLSIFMSPNISEGPGINEPYSVSEDPSTSVPPTDSNGLGINLPPTFGEGLSISMLFSALEEPDIFAPPPSAEGLFASMSPPSGEIQSSWVSPIIMEGCNVNVPPTSKKGLR.... Result: 0 (no interaction). (6) The miRNA is hsa-miR-615-5p with sequence GGGGGUCCCCGGUGCUCGGAUC. The protein sequence of the target gene is MNHSPLKTALAYECFQDQDNSTLALPSDQKMKTGTSGRQRVQEQVMMTVKRQKSKSSQSSTLSHSNRGSMYDGLADNYNNYGTTSRSSYFSKFQAGNGSWGYPIYNGTLKREPDNRRFSSYSQMENWSRHYPRGSCATPGAGSDICFMQKIKASRSEPDLYCDPRGTLRKGTLGSKGHKTTQNRCSFYSTCSGQKAVKKCPVRPPSCTSKQDPVYVPPISCNKDLSFGHSRASSKICSEDIECSGLTIPKAVQYLCSQDEKYQAIGAYYIQHTCFQDESAKQQVYQLGGICKLVDLLRSP.... Result: 0 (no interaction).